This data is from Forward reaction prediction with 1.9M reactions from USPTO patents (1976-2016). The task is: Predict the product of the given reaction. (1) Given the reactants C([C@:8]1([C:14]([OH:16])=O)[CH2:10][C@:9]1(N)[CH:11]=[CH2:12])(OC(C)(C)C)=O.[C:17]([C:24]1NC=CN=1)([C:19]1NC=CN=1)=[O:18].[CH:29]1([S:32]([NH2:35])(=[O:34])=[O:33])[CH2:31][CH2:30]1.[CH:36](N(C(C)C)CC)(C)C.C1CCN2C(=NCCC2)CC1.C[N:57](C)[C:58](=[O:60])C, predict the reaction product. The product is: [C:17]([O:18][C:58](=[O:60])[NH:57][C@:8]1([C:14](=[O:16])[NH:35][S:32]([CH:29]2[CH2:31][CH2:30]2)(=[O:34])=[O:33])[CH2:10][C@H:9]1[CH:11]=[CH2:12])([CH3:19])([CH3:24])[CH3:36]. (2) The product is: [NH2:32][CH2:31][C:2]1[CH:10]=[C:9]([C:2]2[CH:3]=[C:4]3[C:8](=[C:9]([C:11]([NH2:13])=[O:12])[CH:10]=2)[NH:7][CH:6]=[C:5]3[CH:14]2[CH2:15][CH2:16][N:17]([S:20]([CH2:23][CH3:24])(=[O:22])=[O:21])[CH2:18][CH2:19]2)[CH:8]=[CH:4][CH:3]=1. Given the reactants Br[C:2]1[CH:3]=[C:4]2[C:8](=[C:9]([C:11]([NH2:13])=[O:12])[CH:10]=1)[NH:7][CH:6]=[C:5]2[CH:14]1[CH2:19][CH2:18][N:17]([S:20]([CH2:23][CH3:24])(=[O:22])=[O:21])[CH2:16][CH2:15]1.C([O-])([O-])=O.[Cs+].[Cs+].[CH3:31][NH2:32], predict the reaction product. (3) Given the reactants [CH3:1][O:2][C:3]1[C:10]([CH3:11])=[C:9]([O:12][CH3:13])[CH:8]=[C:7](C)[C:4]=1[CH:5]=[O:6].COC1C=CC=C(OC)C=1C.O=P(Cl)(Cl)Cl.CN(C=O)C.C([O-])(O)=O.[Na+], predict the reaction product. The product is: [CH3:1][O:2][C:3]1[C:10]([CH3:11])=[C:9]([O:12][CH3:13])[CH:8]=[CH:7][C:4]=1[CH:5]=[O:6]. (4) Given the reactants [Si:1]([O:8][CH2:9][C:10]1[NH:18][C:13]2=[N:14][CH:15]=[CH:16][CH:17]=[C:12]2[CH:11]=1)([C:4]([CH3:7])([CH3:6])[CH3:5])([CH3:3])[CH3:2].[C:19]([O:23][CH3:24])(=[O:22])[CH:20]=[CH2:21].N12CCCN=C1CCCCC2, predict the reaction product. The product is: [Si:1]([O:8][CH2:9][C:10]1[N:18]([CH2:21][CH2:20][C:19]([O:23][CH3:24])=[O:22])[C:13]2=[N:14][CH:15]=[CH:16][CH:17]=[C:12]2[CH:11]=1)([C:4]([CH3:7])([CH3:5])[CH3:6])([CH3:3])[CH3:2]. (5) Given the reactants [CH2:1]([O:8][C:9]([N:11]1[CH2:20][CH2:19][C:18]2[C:13](=[C:14](Br)[CH:15]=[CH:16][C:17]=2[F:21])[CH2:12]1)=[O:10])[C:2]1[CH:7]=[CH:6][CH:5]=[CH:4][CH:3]=1.[OH:23][C:24]1[CH:29]=[CH:28][C:27](B(O)O)=[CH:26][CH:25]=1.C(=O)([O-])[O-].[Na+].[Na+].C([O-])([O-])=O.[K+].[K+].Br[CH2:46][C:47]([O:49]CC)=[O:48].[OH-].[Na+], predict the reaction product. The product is: [CH2:1]([O:8][C:9]([N:11]1[CH2:20][CH2:19][C:18]2[C:13](=[C:14]([C:27]3[CH:28]=[CH:29][C:24]([O:23][CH2:46][C:47]([OH:49])=[O:48])=[CH:25][CH:26]=3)[CH:15]=[CH:16][C:17]=2[F:21])[CH2:12]1)=[O:10])[C:2]1[CH:7]=[CH:6][CH:5]=[CH:4][CH:3]=1. (6) The product is: [Br-:22].[OH:9][C:8]([C:16]1[CH:21]=[CH:20][CH:19]=[CH:18][CH:17]=1)([C:10]1[CH:15]=[CH:14][CH:13]=[CH:12][CH:11]=1)[C:4]12[CH2:7][N+:1]([CH2:23][CH2:24][C:25]3[C:33]4[C:28](=[CH:29][CH:30]=[CH:31][CH:32]=4)[NH:27][CH:26]=3)([CH2:6][CH2:5]1)[CH2:2][CH2:3]2. Given the reactants [N:1]12[CH2:7][C:4]([C:8]([C:16]3[CH:21]=[CH:20][CH:19]=[CH:18][CH:17]=3)([C:10]3[CH:15]=[CH:14][CH:13]=[CH:12][CH:11]=3)[OH:9])([CH2:5][CH2:6]1)[CH2:3][CH2:2]2.[Br:22][CH2:23][CH2:24][C:25]1[C:33]2[C:28](=[CH:29][CH:30]=[CH:31][CH:32]=2)[NH:27][CH:26]=1, predict the reaction product. (7) Given the reactants FC(F)(F)S(O[C:7]1[CH:12]=[CH:11][C:10]([N:13]2[C:19](=[O:20])[C:18]3[C:21]([NH2:25])=[N:22][CH:23]=[N:24][C:17]=3[O:16][C@H:15]([CH3:26])[CH2:14]2)=[CH:9][C:8]=1[F:27])(=O)=O.[F:30][C:31]1[CH:36]=[CH:35][CH:34]=[CH:33][C:32]=1B(O)O, predict the reaction product. The product is: [NH2:25][C:21]1[C:18]2[C:19](=[O:20])[N:13]([C:10]3[CH:11]=[CH:12][C:7]([C:32]4[CH:33]=[CH:34][CH:35]=[CH:36][C:31]=4[F:30])=[C:8]([F:27])[CH:9]=3)[CH2:14][C@@H:15]([CH3:26])[O:16][C:17]=2[N:24]=[CH:23][N:22]=1. (8) Given the reactants [Cl:1][C:2]1[CH:3]=[C:4]([S:8]([N:11]2[C:15]([C:16]3[CH:21]=[CH:20][CH:19]=[CH:18][CH:17]=3)=[C:14]([CH3:22])[C:13]([C:23](OC)=[O:24])=[CH:12]2)(=[O:10])=[O:9])[CH:5]=[CH:6][CH:7]=1.C1(C)C=CC=CC=1.[H-].C([Al+]CC(C)C)C(C)C.Cl, predict the reaction product. The product is: [Cl:1][C:2]1[CH:3]=[C:4]([S:8]([N:11]2[C:15]([C:16]3[CH:21]=[CH:20][CH:19]=[CH:18][CH:17]=3)=[C:14]([CH3:22])[C:13]([CH:23]=[O:24])=[CH:12]2)(=[O:9])=[O:10])[CH:5]=[CH:6][CH:7]=1.